Predict the reactants needed to synthesize the given product. From a dataset of Full USPTO retrosynthesis dataset with 1.9M reactions from patents (1976-2016). (1) The reactants are: [C:1]([O:5][C:6]([N:8]1[CH2:13][C@@H:12]([N:14]([C:19]([C:21]2[N:25]([CH2:26][CH2:27][CH2:28][CH2:29][O:30][CH3:31])[C:24]3[CH:32]=[C:33]([F:36])[CH:34]=[CH:35][C:23]=3[N:22]=2)=[O:20])[CH2:15][CH:16]([CH3:18])[CH3:17])[CH2:11][C@@H:10]([C:37]([OH:39])=O)[CH2:9]1)=[O:7])([CH3:4])([CH3:3])[CH3:2].C1C=CC2N(O)N=NC=2C=1.CCN=C=NCCCN(C)C.Cl.[NH:62]1[CH2:67][CH2:66][O:65][CH2:64][CH2:63]1.C(N(C(C)C)CC)(C)C. Given the product [F:36][C:33]1[CH:34]=[CH:35][C:23]2[N:22]=[C:21]([C:19]([N:14]([CH2:15][CH:16]([CH3:18])[CH3:17])[C@H:12]3[CH2:11][C@@H:10]([C:37]([N:62]4[CH2:67][CH2:66][O:65][CH2:64][CH2:63]4)=[O:39])[CH2:9][N:8]([C:6]([O:5][C:1]([CH3:2])([CH3:4])[CH3:3])=[O:7])[CH2:13]3)=[O:20])[N:25]([CH2:26][CH2:27][CH2:28][CH2:29][O:30][CH3:31])[C:24]=2[CH:32]=1, predict the reactants needed to synthesize it. (2) Given the product [CH:12]1([CH2:11][N:9]2[CH2:10][C:5]3[C:4]([N:15]4[CH2:20][CH2:19][O:18][CH2:17][C@@H:16]4[CH3:21])=[N:3][C:2]([C:30]4[CH:35]=[CH:34][C:33]([NH:36][C:37]([NH2:39])=[O:38])=[CH:32][CH:31]=4)=[N:7][C:6]=3[CH2:8]2)[CH2:14][CH2:13]1, predict the reactants needed to synthesize it. The reactants are: Cl[C:2]1[N:3]=[C:4]([N:15]2[CH2:20][CH2:19][O:18][CH2:17][C@@H:16]2[CH3:21])[C:5]2[CH2:10][N:9]([CH2:11][CH:12]3[CH2:14][CH2:13]3)[CH2:8][C:6]=2[N:7]=1.CC1(C)C(C)(C)OB([C:30]2[CH:35]=[CH:34][C:33]([NH:36][C:37]([NH2:39])=[O:38])=[CH:32][CH:31]=2)O1.